Dataset: Peptide-MHC class I binding affinity with 185,985 pairs from IEDB/IMGT. Task: Regression. Given a peptide amino acid sequence and an MHC pseudo amino acid sequence, predict their binding affinity value. This is MHC class I binding data. (1) The peptide sequence is IRKVEWPDL. The MHC is HLA-B58:01 with pseudo-sequence HLA-B58:01. The binding affinity (normalized) is 0.0847. (2) The peptide sequence is KYKLKHIVW. The MHC is HLA-A02:03 with pseudo-sequence HLA-A02:03. The binding affinity (normalized) is 0. (3) The peptide sequence is SIKFKRKLM. The MHC is HLA-A03:01 with pseudo-sequence HLA-A03:01. The binding affinity (normalized) is 0.0847. (4) The peptide sequence is NDMPGGYCL. The MHC is HLA-B44:02 with pseudo-sequence HLA-B44:02. The binding affinity (normalized) is 0.320. (5) The peptide sequence is QLPRDKFRK. The MHC is HLA-A11:01 with pseudo-sequence HLA-A11:01. The binding affinity (normalized) is 0.392.